From a dataset of Forward reaction prediction with 1.9M reactions from USPTO patents (1976-2016). Predict the product of the given reaction. (1) The product is: [OH:1][C:2]1[CH:3]=[CH:4][C:5]([CH:8]([C:9]#[C:10][CH3:11])[CH2:12][C:13]([OH:21])=[O:14])=[CH:6][CH:7]=1. Given the reactants [OH:1][C:2]1[CH:7]=[CH:6][C:5]([CH:8]([CH:12]2C(=O)OC(C)(C)[O:14][C:13]2=[O:21])[C:9]#[C:10][CH3:11])=[CH:4][CH:3]=1.C(C(CC)=O)C.[Na+].[Cl-], predict the reaction product. (2) Given the reactants [CH2:1]([N:8](C(OCC1C2C=CC=CC=2C2C1=CC=CC=2)=O)[C@H:9]([C:22]([OH:24])=[O:23])[CH2:10][CH2:11][CH2:12][CH2:13][NH:14][C:15]([O:17][C:18]([CH3:21])([CH3:20])[CH3:19])=[O:16])[C:2]1[CH:7]=[CH:6][CH:5]=[CH:4][CH:3]=1.N1CCCCC1.CN(C=O)C, predict the reaction product. The product is: [CH2:1]([NH:8][C@H:9]([C:22]([OH:24])=[O:23])[CH2:10][CH2:11][CH2:12][CH2:13][NH:14][C:15]([O:17][C:18]([CH3:20])([CH3:21])[CH3:19])=[O:16])[C:2]1[CH:3]=[CH:4][CH:5]=[CH:6][CH:7]=1. (3) Given the reactants S(Cl)([Cl:3])=O.CN(C)C=O.[Cl:10][C:11]1[CH:16]=[CH:15][C:14]([C:17]2[CH:18]=[C:19]([CH2:23]O)[CH:20]=[N:21][CH:22]=2)=[CH:13][CH:12]=1, predict the reaction product. The product is: [Cl:3][CH2:23][C:19]1[CH:20]=[N:21][CH:22]=[C:17]([C:14]2[CH:15]=[CH:16][C:11]([Cl:10])=[CH:12][CH:13]=2)[CH:18]=1. (4) Given the reactants [C:1]([C:3]1[N:8]=[C:7]([NH:9][CH2:10][C:11]([CH3:14])([CH3:13])[CH3:12])[C:6]([C:15]#[C:16][CH2:17][N:18]2[CH2:23][CH2:22][N:21](C(O)=O)[CH2:20][CH2:19]2)=[CH:5][N:4]=1)#[N:2], predict the reaction product. The product is: [CH3:12][C:11]([CH3:14])([CH3:13])[CH2:10][NH:9][C:7]1[C:6]([C:15]#[C:16][CH2:17][N:18]2[CH2:23][CH2:22][NH:21][CH2:20][CH2:19]2)=[CH:5][N:4]=[C:3]([C:1]#[N:2])[N:8]=1.